Task: Predict the product of the given reaction.. Dataset: Forward reaction prediction with 1.9M reactions from USPTO patents (1976-2016) Given the reactants [Cl:1][C:2]1[N:10]=[C:9]2[C:5]([N:6]=[CH:7][N:8]2[C@@H:11]2[CH2:15][C@H:14]([NH:16][C:17]([CH2:19][O:20][C:21](=[O:23])[CH3:22])=[O:18])[C@@H:13]([OH:24])[C@H:12]2[OH:25])=[C:4](Cl)[N:3]=1.[NH2:27][CH2:28][CH:29]([C:37]1[CH:42]=[CH:41][C:40]([OH:43])=[CH:39][CH:38]=1)[C:30]1[CH:35]=[CH:34][C:33]([OH:36])=[CH:32][CH:31]=1.CCN(C(C)C)C(C)C, predict the reaction product. The product is: [OH:36][C:33]1[CH:34]=[CH:35][C:30]([CH:29]([C:37]2[CH:38]=[CH:39][C:40]([OH:43])=[CH:41][CH:42]=2)[CH2:28][NH:27][C:4]2[N:3]=[C:2]([Cl:1])[N:10]=[C:9]3[C:5]=2[N:6]=[CH:7][N:8]3[C@@H:11]2[CH2:15][C@H:14]([NH:16][C:17]([CH2:19][O:20][C:21](=[O:23])[CH3:22])=[O:18])[C@@H:13]([OH:24])[C@H:12]2[OH:25])=[CH:31][CH:32]=1.